The task is: Binary Classification. Given a miRNA mature sequence and a target amino acid sequence, predict their likelihood of interaction.. This data is from Experimentally validated miRNA-target interactions with 360,000+ pairs, plus equal number of negative samples. (1) The miRNA is hsa-miR-8064 with sequence AGCACACUGAGCGAGCGGAC. The protein sequence of the target gene is MKDIGQQLYTTHLNGGHNSLTMSPKQPDANGAPRPNRQEAQTLLYQGSEAEAAMMTIATCAKCKSVHKISLQDLQKGTGKDGMYVCFQCSLGAAPPNFHFVSNNSSATHVGNKTENFSSSVNSKFKVRNFKPGKYYCDKCRFSTKDPLQYKKHTLQHEEIKFICSHCSYISYTKGEFQRHLVKHTGIFPYQCEYCDYGAIRNDYIVKHTKRVHERAGAKRPVKAVAKLEPKRTGTSKQNPELLKASNPRTTFQNKWSDQLSGFSLHANKDKMHNIMLLPEPKEYQKDVVCIPNKMTLSEP.... Result: 1 (interaction). (2) The miRNA is hsa-miR-24-2-5p with sequence UGCCUACUGAGCUGAAACACAG. The protein sequence of the target gene is MSDPQTSMAATAAVSPSDYLQPAASTTQDSQPSPLALLAATCSKIGPPAVEAAVTPPAPPQPTPRKLVPIKPAPLPLSPGKNSFGILSSKGNILQIQGSQLSASYPGGQLVFAIQNPTMINKGTRSNANIQYQAVPQIQASNSQTIQVQPNLTNQIQIIPGTNQAIITPSPSSHKPVPIKPAPIQKSSTTTTPVQSGANVVKLTGGGGNVTLTLPVNNLVNASDTGAPTQLLTESPPTPLSKTNKKARKKSLPASQPPVAVAEQVETVLIETTADNIIQAGNNLLIVQSPGGGQPAVVQQ.... Result: 1 (interaction).